From a dataset of Forward reaction prediction with 1.9M reactions from USPTO patents (1976-2016). Predict the product of the given reaction. Given the reactants [S:1]1[CH:5]=[CH:4][C:3]2[CH:6]=[C:7]([CH2:10][S:11]([CH2:14][C@@H:15]([NH:24][OH:25])[C:16]3[CH:21]=[CH:20][C:19]([O:22][CH3:23])=[CH:18][CH:17]=3)(=[O:13])=[O:12])[CH:8]=[CH:9][C:2]1=2.[CH:26](O)=[O:27], predict the reaction product. The product is: [S:1]1[CH:5]=[CH:4][C:3]2[CH:6]=[C:7]([CH2:10][S:11]([CH2:14][C@@H:15]([N:24]([OH:25])[CH:26]=[O:27])[C:16]3[CH:21]=[CH:20][C:19]([O:22][CH3:23])=[CH:18][CH:17]=3)(=[O:12])=[O:13])[CH:8]=[CH:9][C:2]1=2.